Task: Predict the reactants needed to synthesize the given product.. Dataset: Full USPTO retrosynthesis dataset with 1.9M reactions from patents (1976-2016) The reactants are: I[C:2]1[S:6][C:5]([C:7]2[CH:8]=[C:9]3[C:14](=[CH:15][CH:16]=2)[C:13](=[O:17])[N:12]([CH3:18])[CH2:11][CH2:10]3)=[CH:4][CH:3]=1.CC1(C)C(C)(C)OB([C:27]2[CH:28]=[C:29]([NH:33][C:34](=[O:40])[O:35][C:36]([CH3:39])([CH3:38])[CH3:37])[CH:30]=[N:31][CH:32]=2)O1. Given the product [CH3:18][N:12]1[CH2:11][CH2:10][C:9]2[C:14](=[CH:15][CH:16]=[C:7]([C:5]3[S:6][C:2]([C:27]4[CH:28]=[C:29]([NH:33][C:34](=[O:40])[O:35][C:36]([CH3:38])([CH3:37])[CH3:39])[CH:30]=[N:31][CH:32]=4)=[CH:3][CH:4]=3)[CH:8]=2)[C:13]1=[O:17], predict the reactants needed to synthesize it.